This data is from Experimentally validated miRNA-target interactions with 360,000+ pairs, plus equal number of negative samples. The task is: Binary Classification. Given a miRNA mature sequence and a target amino acid sequence, predict their likelihood of interaction. The miRNA is hsa-miR-579-3p with sequence UUCAUUUGGUAUAAACCGCGAUU. The protein sequence of the target gene is MDFREILMIASKGQGVNNVPKRYSLAVGPPKKDPKVKGVQSAAVQAFLKRKEEELRRKALEEKRRKEELVKKRIELKHDKKARAMAKRTKDNFHGYNGIPIEEKSKKRQATESHTSQGTDREYEMEEENEFLEYNHAESEQEYEEEQEPPKVESKPKVPLKSAPPPMNFTDLLRLAEKKQFEPVEIKVVKKSEERPMTAEELREREFLERKHRRKKLETDGKLPPTVSKKAPSQKESVGTKLSKGSGDRHPSSKGMPLPHAEKKSRPSMANEKHLALSSSKSMPGERIKAGSGNSSQPSL.... Result: 1 (interaction).